This data is from Full USPTO retrosynthesis dataset with 1.9M reactions from patents (1976-2016). The task is: Predict the reactants needed to synthesize the given product. (1) Given the product [Br:1][C:2]1[CH:3]=[CH:4][C:5]([CH2:8][C:9]([C:15]2[CH:16]=[CH:17][C:12]([S:18][CH3:19])=[CH:13][CH:14]=2)=[O:11])=[CH:6][CH:7]=1, predict the reactants needed to synthesize it. The reactants are: [Br:1][C:2]1[CH:7]=[CH:6][C:5]([CH2:8][C:9]([OH:11])=O)=[CH:4][CH:3]=1.[C:12]1([S:18][CH3:19])[CH:17]=[CH:16][CH:15]=[CH:14][CH:13]=1.[Al+3].[Cl-].[Cl-].[Cl-]. (2) Given the product [Cl:1][C:2]1[CH:7]=[C:6]([Cl:8])[CH:5]=[CH:4][C:3]=1[S:9](=[O:11])(=[O:10])[NH:16][CH2:13][CH2:14][CH3:15], predict the reactants needed to synthesize it. The reactants are: [Cl:1][C:2]1[CH:7]=[C:6]([Cl:8])[CH:5]=[CH:4][C:3]=1[S:9](Cl)(=[O:11])=[O:10].[CH2:13]([NH2:16])[CH2:14][CH3:15]. (3) Given the product [CH3:1][O:2][C:3](=[O:30])[C:4]1[CH:9]=[C:8]([O:10][C:11]2[CH:12]=[CH:13][C:14]([CH2:17][NH:18][C:31]([C:32]3[CH:37]=[CH:36][N:35]=[CH:34][CH:33]=3)=[O:38])=[CH:15][CH:16]=2)[CH:7]=[CH:6][C:5]=1[NH:19][S:20]([C:23]1[CH:24]=[CH:25][C:26]([CH3:29])=[CH:27][CH:28]=1)(=[O:22])=[O:21], predict the reactants needed to synthesize it. The reactants are: [CH3:1][O:2][C:3](=[O:30])[C:4]1[CH:9]=[C:8]([O:10][C:11]2[CH:16]=[CH:15][C:14]([CH2:17][NH2:18])=[CH:13][CH:12]=2)[CH:7]=[CH:6][C:5]=1[NH:19][S:20]([C:23]1[CH:28]=[CH:27][C:26]([CH3:29])=[CH:25][CH:24]=1)(=[O:22])=[O:21].[C:31](O)(=[O:38])[C:32]1[CH:37]=[CH:36][N:35]=[CH:34][CH:33]=1.CCN=C=NCCCN(C)C.C1C=NC2N(O)N=NC=2C=1. (4) Given the product [C:25]([NH:29][S:30]([C:33]1[C:34]([CH:48]([F:49])[F:50])=[N:35][CH:36]=[C:37]([C:2]2[N:7]=[C:6]([NH:8][CH2:9][C:10]3[CH:15]=[CH:14][CH:13]=[CH:12][N:11]=3)[C:5]3=[C:16]([C:19]4[CH:24]=[CH:23][CH:22]=[CH:21][CH:20]=4)[CH:17]=[CH:18][N:4]3[N:3]=2)[CH:38]=1)(=[O:31])=[O:32])([CH3:28])([CH3:26])[CH3:27], predict the reactants needed to synthesize it. The reactants are: Cl[C:2]1[N:7]=[C:6]([NH:8][CH2:9][C:10]2[CH:15]=[CH:14][CH:13]=[CH:12][N:11]=2)[C:5]2=[C:16]([C:19]3[CH:24]=[CH:23][CH:22]=[CH:21][CH:20]=3)[CH:17]=[CH:18][N:4]2[N:3]=1.[C:25]([NH:29][S:30]([C:33]1[C:34]([CH:48]([F:50])[F:49])=[N:35][CH:36]=[C:37](B2OC(C)(C)C(C)(C)O2)[CH:38]=1)(=[O:32])=[O:31])([CH3:28])([CH3:27])[CH3:26].C([O-])([O-])=O.[K+].[K+].